Predict the reactants needed to synthesize the given product. From a dataset of Full USPTO retrosynthesis dataset with 1.9M reactions from patents (1976-2016). (1) Given the product [NH2:16][CH2:15][CH2:14][N:11]1[CH2:12][CH2:13][CH:8]([OH:7])[CH2:9][CH2:10]1, predict the reactants needed to synthesize it. The reactants are: [H-].[Al+3].[Li+].[H-].[H-].[H-].[OH:7][CH:8]1[CH2:13][CH2:12][N:11]([CH2:14][C:15]#[N:16])[CH2:10][CH2:9]1. (2) Given the product [CH2:35]([O:42][C:43]1[N:44]=[N:45][C:46]([C:57]#[C:58][C:64]2[CH:65]=[CH:66][CH:67]=[C:62]([O:61][CH:60]([F:69])[F:59])[CH:63]=2)=[CH:47][C:48]=1[O:49][CH2:50][C:51]1[CH:56]=[CH:55][CH:54]=[CH:53][CH:52]=1)[C:36]1[CH:37]=[CH:38][CH:39]=[CH:40][CH:41]=1, predict the reactants needed to synthesize it. The reactants are: C(OC1N=NC(C#CC2C=CC(C(F)(F)F)=CN=2)=CC=1OCC1C=CC=CC=1)C1C=CC=CC=1.[CH2:35]([O:42][C:43]1[N:44]=[N:45][C:46]([C:57]#[CH:58])=[CH:47][C:48]=1[O:49][CH2:50][C:51]1[CH:56]=[CH:55][CH:54]=[CH:53][CH:52]=1)[C:36]1[CH:41]=[CH:40][CH:39]=[CH:38][CH:37]=1.[F:59][CH:60]([F:69])[O:61][C:62]1[CH:67]=[CH:66][CH:65]=[C:64](I)[CH:63]=1. (3) Given the product [CH3:1][N:2]1[C:10]2[C:9]([O:11][C:12]3[CH:18]=[CH:17][C:15]([NH:16][C:26](=[O:33])[C:27]4[CH:32]=[CH:31][CH:30]=[CH:29][CH:28]=4)=[CH:14][CH:13]=3)=[N:8][CH:7]=[N:6][C:5]=2[CH:4]=[CH:3]1, predict the reactants needed to synthesize it. The reactants are: [CH3:1][N:2]1[C:10]2[C:9]([O:11][C:12]3[CH:18]=[CH:17][C:15]([NH2:16])=[CH:14][CH:13]=3)=[N:8][CH:7]=[N:6][C:5]=2[CH:4]=[CH:3]1.C(N(CC)CC)C.[C:26](Cl)(=[O:33])[C:27]1[CH:32]=[CH:31][CH:30]=[CH:29][CH:28]=1. (4) Given the product [CH3:13][O:8][C:5]1[CH:6]=[CH:7][C:2]([Br:1])=[C:3]([CH3:12])[C:4]=1[N+:9]([O-:11])=[O:10], predict the reactants needed to synthesize it. The reactants are: [Br:1][C:2]1[CH:7]=[CH:6][C:5]([OH:8])=[C:4]([N+:9]([O-:11])=[O:10])[C:3]=1[CH3:12].[C:13]([O-])([O-])=O.[K+].[K+].CI. (5) Given the product [CH3:35][C:33]1[N:34]=[C:30]([S:29][CH2:2][CH2:3][CH:4]([C:9]2[S:13][C:12]3[CH:14]=[C:15]([C:18]([F:21])([F:20])[F:19])[CH:16]=[CH:17][C:11]=3[C:10]=2[CH3:22])[CH2:5][CH2:6][O:7][CH3:8])[S:31][C:32]=1[CH2:36][C:37]([O:39][CH2:40][CH3:41])=[O:38], predict the reactants needed to synthesize it. The reactants are: Br[CH2:2][CH2:3][CH:4]([C:9]1[S:13][C:12]2[CH:14]=[C:15]([C:18]([F:21])([F:20])[F:19])[CH:16]=[CH:17][C:11]=2[C:10]=1[CH3:22])[CH2:5][CH2:6][O:7][CH3:8].C(=O)([O-])[O-].[Cs+].[Cs+].[SH:29][C:30]1[S:31][C:32]([CH2:36][C:37]([O:39][CH2:40][CH3:41])=[O:38])=[C:33]([CH3:35])[N:34]=1. (6) The reactants are: [NH:1]1[C:9]2[C:4](=[CH:5][CH:6]=[C:7]([C:10]([OH:12])=O)[CH:8]=2)[CH:3]=[CH:2]1.Cl.[CH3:14][NH:15][O:16][CH3:17].CN(C)CCCN=C=NCC.N1C=CC=CC=1. Given the product [CH3:17][O:16][N:15]([CH3:14])[C:10]([C:7]1[CH:8]=[C:9]2[C:4]([CH:3]=[CH:2][NH:1]2)=[CH:5][CH:6]=1)=[O:12], predict the reactants needed to synthesize it.